From a dataset of Reaction yield outcomes from USPTO patents with 853,638 reactions. Predict the reaction yield, written as a fraction of the theoretical maximum amount of product (1.0 means a 100% yield; for example, 0.34 means a 34% yield). (1) The reactants are Cl[C:2]1[C:7]([CH:8]=[O:9])=[CH:6][N:5]=[C:4]([NH:10][C:11](=[O:13])[CH3:12])[CH:3]=1.[Cl:14][C:15]1[CH:20]=[CH:19][C:18](B2OC(C)(C)C(C)(C)O2)=[C:17]([F:30])[C:16]=1[O:31][CH3:32].C(=O)([O-])[O-].[Cs+].[Cs+]. The catalyst is O1CCOCC1.O.C1C=CC([P]([Pd]([P](C2C=CC=CC=2)(C2C=CC=CC=2)C2C=CC=CC=2)([P](C2C=CC=CC=2)(C2C=CC=CC=2)C2C=CC=CC=2)[P](C2C=CC=CC=2)(C2C=CC=CC=2)C2C=CC=CC=2)(C2C=CC=CC=2)C2C=CC=CC=2)=CC=1. The product is [Cl:14][C:15]1[CH:20]=[CH:19][C:18]([C:2]2[C:7]([CH:8]=[O:9])=[CH:6][N:5]=[C:4]([NH:10][C:11](=[O:13])[CH3:12])[CH:3]=2)=[C:17]([F:30])[C:16]=1[O:31][CH3:32]. The yield is 0.340. (2) The reactants are [Cl:1][C:2]1[N:7]=[C:6]([C:8]2[CH:9]=[C:10]([CH:13]=[CH:14][CH:15]=2)[CH:11]=O)[CH:5]=[CH:4][N:3]=1.[C:16]([NH2:20])([CH3:19])([CH3:18])[CH3:17]. No catalyst specified. The product is [C:16]([NH:20][CH2:11][C:10]1[CH:13]=[CH:14][CH:15]=[C:8]([C:6]2[CH:5]=[CH:4][N:3]=[C:2]([Cl:1])[N:7]=2)[CH:9]=1)([CH3:19])([CH3:18])[CH3:17]. The yield is 0.970. (3) The reactants are [CH:1]1([N:7]2[C:12]([OH:13])=[C:11]([C:14]([NH:16][CH2:17][C:18]([O:20]CC)=[O:19])=[O:15])[C:10](=[O:23])[NH:9][C:8]2=[O:24])[CH2:6][CH2:5][CH2:4][CH2:3][CH2:2]1.C(=O)([O-])[O-].[K+].[K+].[F:31][C:32]([F:46])([F:45])[C:33]1[CH:40]=[C:39]([C:41]([F:44])([F:43])[F:42])[CH:38]=[CH:37][C:34]=1[CH2:35]Br.Cl. The catalyst is CC(N(C)C)=O. The product is [F:31][C:32]([F:45])([F:46])[C:33]1[CH:40]=[C:39]([C:41]([F:42])([F:43])[F:44])[CH:38]=[CH:37][C:34]=1[CH2:35][N:9]1[C:10](=[O:23])[C:11]([C:14]([NH:16][CH2:17][C:18]([OH:20])=[O:19])=[O:15])=[C:12]([OH:13])[N:7]([CH:1]2[CH2:2][CH2:3][CH2:4][CH2:5][CH2:6]2)[C:8]1=[O:24]. The yield is 0.340.